From a dataset of Forward reaction prediction with 1.9M reactions from USPTO patents (1976-2016). Predict the product of the given reaction. The product is: [CH2:1]([NH:9][C:10](=[O:14])[CH:11]([CH3:13])[OH:12])[CH2:2][CH2:3][CH2:4][CH2:5][CH2:6][CH2:7][CH3:8]. Given the reactants [CH2:1]([NH2:9])[CH2:2][CH2:3][CH2:4][CH2:5][CH2:6][CH2:7][CH3:8].[C:10](OCC)(=[O:14])[CH:11]([CH3:13])[OH:12], predict the reaction product.